Predict the reaction yield, written as a fraction of the theoretical maximum amount of product (1.0 means a 100% yield; for example, 0.34 means a 34% yield). From a dataset of Reaction yield outcomes from USPTO patents with 853,638 reactions. (1) The reactants are [CH2:1]1[CH2:7][S:4](=[O:6])(=[O:5])[NH:3][CH2:2]1.[H-].[Na+].Cl[C:11]([CH3:15])([CH3:14])[C:12]#[CH:13]. The yield is 0.440. The catalyst is CN(C)C=O. The product is [CH3:14][C:11]([N:3]1[CH2:2][CH2:1][CH2:7][S:4]1(=[O:6])=[O:5])([C:12]#[CH:13])[CH3:15]. (2) The reactants are [NH2:1][C:2]1[CH:11]=[C:10]2[C:5]([C:6]([Br:16])=[N:7][N:8]([CH:13]([CH3:15])[CH3:14])[C:9]2=[O:12])=[CH:4][CH:3]=1.C(=O)([O-])[O-].[K+].[K+].Cl[CH2:24][CH2:25][O:26][CH2:27][CH2:28]Cl. The catalyst is CN(C=O)C. The product is [O:26]1[CH2:27][CH2:28][N:1]([C:2]2[CH:11]=[C:10]3[C:5]([C:6]([Br:16])=[N:7][N:8]([CH:13]([CH3:14])[CH3:15])[C:9]3=[O:12])=[CH:4][CH:3]=2)[CH2:24][CH2:25]1. The yield is 0.200. (3) The reactants are [NH2:1][C:2]1[N:3]=[C:4]([CH3:21])[C:5]2[C:11](=S)[NH:10][C@@H:9]([C:13]3[CH:18]=[CH:17][C:16]([F:19])=[CH:15][C:14]=3[Br:20])[CH2:8][C:6]=2[N:7]=1.O=C1C2C(=CC=CC=2)C(=O)[N:24]1[O:33][CH2:34][CH2:35][C@H:36]([O:41][CH3:42])[C:37]([O:39][CH3:40])=[O:38]. The catalyst is [Hg](OC(C)=O)OC(C)=O.C1(C)C=CC=CC=1. The product is [NH2:1][C:2]1[N:3]=[C:4]([CH3:21])[C:5]2=[C:6]([CH2:8][C@H:9]([C:13]3[CH:18]=[CH:17][C:16]([F:19])=[CH:15][C:14]=3[Br:20])[NH:10]/[C:11]/2=[N:24]\[O:33][CH2:34][CH2:35][C@H:36]([O:41][CH3:42])[C:37]([O:39][CH3:40])=[O:38])[N:7]=1. The yield is 0.120. (4) The catalyst is CC#N.CO. The yield is 0.950. The reactants are CC1(C)C(C)(C)[O:5][B:4]([C:9]2[CH:14]=[CH:13][C:12]([OH:15])=[CH:11][CH:10]=2)[O:3]1.Cl.Cl[CH2:19][CH2:20][N:21]1[CH2:26][CH2:25][CH2:24][CH2:23][CH2:22]1.C(=O)([O-])[O-].[K+].[K+].C1OCCOCCOCCOCCOCCOC1. The product is [N:21]1([CH2:20][CH2:19][O:15][C:12]2[CH:11]=[CH:10][C:9]([B:4]([OH:3])[OH:5])=[CH:14][CH:13]=2)[CH2:26][CH2:25][CH2:24][CH2:23][CH2:22]1. (5) The product is [Br:9][C:6]1[CH:7]=[CH:8][C:3]([CH2:2][Br:10])=[N:4][CH:5]=1. No catalyst specified. The yield is 0.870. The reactants are O[CH2:2][C:3]1[CH:8]=[CH:7][C:6]([Br:9])=[CH:5][N:4]=1.[BrH:10]. (6) The yield is 0.830. The product is [CH3:29][O:30][C:31](=[O:44])[CH:32]([NH:36][C:37]([O:39][C:40]([CH3:43])([CH3:42])[CH3:41])=[O:38])[CH2:33][CH2:34][O:28][C:25]1[CH:26]=[CH:27][C:22]([CH2:21][CH2:20][CH2:19][CH2:18][NH:17][C:15]([O:14][CH2:7][C:8]2[CH:9]=[CH:10][CH:11]=[CH:12][CH:13]=2)=[O:16])=[CH:23][CH:24]=1. The reactants are C(=O)([O-])[O-].[K+].[K+].[CH2:7]([O:14][C:15]([NH:17][CH2:18][CH2:19][CH2:20][CH2:21][C:22]1[CH:27]=[CH:26][C:25]([OH:28])=[CH:24][CH:23]=1)=[O:16])[C:8]1[CH:13]=[CH:12][CH:11]=[CH:10][CH:9]=1.[CH3:29][O:30][C:31](=[O:44])[CH:32]([NH:36][C:37]([O:39][C:40]([CH3:43])([CH3:42])[CH3:41])=[O:38])[CH2:33][CH2:34]Br. The catalyst is CN(C=O)C.C(OCC)(=O)C. (7) The reactants are Cl.[Cl:2][C:3]1[CH:8]=[CH:7][C:6]([CH:9]2[C:14]3[CH:15]=[C:16]([C:18]4[CH:23]=[CH:22][N:21]=[CH:20][CH:19]=4)[S:17][C:13]=3[CH2:12][CH2:11][CH2:10]2)=[CH:5][CH:4]=1.O.C(OCC)(=O)C. The catalyst is [OH-].[Na+]. The product is [Cl:2][C:3]1[CH:8]=[CH:7][C:6]([CH:9]2[C:14]3[CH:15]=[C:16]([C:18]4[CH:19]=[CH:20][N:21]=[CH:22][CH:23]=4)[S:17][C:13]=3[CH2:12][CH2:11][CH2:10]2)=[CH:5][CH:4]=1. The yield is 0.980.